This data is from Reaction yield outcomes from USPTO patents with 853,638 reactions. The task is: Predict the reaction yield, written as a fraction of the theoretical maximum amount of product (1.0 means a 100% yield; for example, 0.34 means a 34% yield). (1) The reactants are Br[C:2]1[CH:20]=[CH:19][C:5]([CH2:6][N:7]2[CH2:12][CH2:11][O:10][CH:9]([C:13]3[CH:18]=[CH:17][CH:16]=[CH:15][CH:14]=3)[CH2:8]2)=[CH:4][CH:3]=1.B1(B2OC(C)(C)C(C)(C)O2)OC(C)(C)C(C)(C)O1.C([O-])(=O)C.[K+].C(=O)([O-])[O-].[Na+].[Na+].[Cl:50][C:51]1[S:52][CH:53]=[CH:54][C:55]=1Br. The catalyst is CN(C=O)C.C1C=CC([P]([Pd]([P](C2C=CC=CC=2)(C2C=CC=CC=2)C2C=CC=CC=2)([P](C2C=CC=CC=2)(C2C=CC=CC=2)C2C=CC=CC=2)[P](C2C=CC=CC=2)(C2C=CC=CC=2)C2C=CC=CC=2)(C2C=CC=CC=2)C2C=CC=CC=2)=CC=1. The product is [Cl:50][C:51]1[S:52][CH:53]=[CH:54][C:55]=1[C:2]1[CH:20]=[CH:19][C:5]([CH2:6][N:7]2[CH2:12][CH2:11][O:10][CH:9]([C:13]3[CH:18]=[CH:17][CH:16]=[CH:15][CH:14]=3)[CH2:8]2)=[CH:4][CH:3]=1. The yield is 0.100. (2) The product is [CH3:1][O:2][C:3](=[O:16])[C:4]1[CH:5]=[C:6]([O:14][CH3:15])[C:7]([O:10][CH2:11][CH2:12][Cl:13])=[CH:8][C:9]=1[N+:24]([O-:26])=[O:25]. The catalyst is C(O)(=O)C. The reactants are [CH3:1][O:2][C:3](=[O:16])[C:4]1[CH:9]=[CH:8][C:7]([O:10][CH2:11][CH2:12][Cl:13])=[C:6]([O:14][CH3:15])[CH:5]=1.C(OC(=O)C)(=O)C.[N+:24]([O-])([OH:26])=[O:25]. The yield is 0.850. (3) The reactants are [CH2:1]([O:8][C:9]1[CH:14]=[CH:13][C:12]([C:15]2[NH:29][C:18]3=[N:19][C:20]([C:23]4[CH2:24][CH2:25][NH:26][CH2:27][CH:28]=4)=[CH:21][CH:22]=[C:17]3[N:16]=2)=[CH:11][CH:10]=1)[C:2]1[CH:7]=[CH:6][CH:5]=[CH:4][CH:3]=1.CCN(C(C)C)C(C)C.[CH2:39]([S:41](Cl)(=[O:43])=[O:42])[CH3:40].O. The catalyst is C1COCC1. The product is [CH2:1]([O:8][C:9]1[CH:14]=[CH:13][C:12]([C:15]2[NH:29][C:18]3=[N:19][C:20]([C:23]4[CH2:24][CH2:25][N:26]([S:41]([CH2:39][CH3:40])(=[O:43])=[O:42])[CH2:27][CH:28]=4)=[CH:21][CH:22]=[C:17]3[N:16]=2)=[CH:11][CH:10]=1)[C:2]1[CH:3]=[CH:4][CH:5]=[CH:6][CH:7]=1. The yield is 0.210.